This data is from Forward reaction prediction with 1.9M reactions from USPTO patents (1976-2016). The task is: Predict the product of the given reaction. (1) The product is: [Br:1][C:2]1[CH:3]=[C:4]([C@:8]2([CH3:27])[CH2:13][C@@H:12]([CH2:14][OH:15])[S:11][C:10]([NH:19][C:20](=[O:21])[O:22][C:23]([CH3:25])([CH3:24])[CH3:26])=[N:9]2)[CH:5]=[CH:6][CH:7]=1. Given the reactants [Br:1][C:2]1[CH:3]=[C:4]([C:8]2([CH3:27])[CH2:13][CH:12]([C:14](OCC)=[O:15])[S:11][C:10]([NH:19][C:20]([O:22][C:23]([CH3:26])([CH3:25])[CH3:24])=[O:21])=[N:9]2)[CH:5]=[CH:6][CH:7]=1.[BH4-].[Li+], predict the reaction product. (2) Given the reactants Cl.[Cl:2][C:3]1[CH:20]=[CH:19][C:18]([CH2:21][N:22]2[CH2:27][CH2:26][NH:25][CH2:24][CH2:23]2)=[CH:17][C:4]=1[CH2:5][NH:6][C:7]([NH:9][C:10]1[CH:11]=[N:12][C:13]([CH3:16])=[CH:14][CH:15]=1)=[O:8].C(Cl)Cl.CCN(C(C)C)C(C)C.[CH3:40][S:41](Cl)(=[O:43])=[O:42], predict the reaction product. The product is: [Cl:2][C:3]1[CH:20]=[CH:19][C:18]([CH2:21][N:22]2[CH2:23][CH2:24][N:25]([S:41]([CH3:40])(=[O:43])=[O:42])[CH2:26][CH2:27]2)=[CH:17][C:4]=1[CH2:5][NH:6][C:7]([NH:9][C:10]1[CH:11]=[N:12][C:13]([CH3:16])=[CH:14][CH:15]=1)=[O:8]. (3) Given the reactants C([N:8]1[CH2:12][CH2:11][C@:10]([CH3:27])([C:13]([N:15]2[C@H:19]([C:20]3[CH:25]=[CH:24][CH:23]=[CH:22][CH:21]=3)[CH2:18][O:17][C:16]2=[O:26])=[O:14])[CH2:9]1)C1C=CC=CC=1.C([O-])(O)=O.[Na+].[CH2:33]([O:40][C:41](Cl)=[O:42])[C:34]1[CH:39]=[CH:38][CH:37]=[CH:36][CH:35]=1, predict the reaction product. The product is: [CH3:27][C@@:10]1([C:13]([N:15]2[C@H:19]([C:20]3[CH:25]=[CH:24][CH:23]=[CH:22][CH:21]=3)[CH2:18][O:17][C:16]2=[O:26])=[O:14])[CH2:11][CH2:12][N:8]([C:41]([O:40][CH2:33][C:34]2[CH:39]=[CH:38][CH:37]=[CH:36][CH:35]=2)=[O:42])[CH2:9]1. (4) Given the reactants [C:1]([C:3]1[C:4]2[S:12][C:11]([Br:13])=[CH:10][C:5]=2[C:6](=O)[NH:7][CH:8]=1)#[N:2].P(Cl)(Cl)([Cl:16])=O, predict the reaction product. The product is: [Br:13][C:11]1[S:12][C:4]2[C:3]([C:1]#[N:2])=[CH:8][N:7]=[C:6]([Cl:16])[C:5]=2[CH:10]=1. (5) Given the reactants [F:1][C:2]([C:11]([F:14])([F:13])[F:12])([C:7]([F:10])([F:9])[F:8])[CH:3]=[CH:4][CH2:5][OH:6].C(N(CC)CC)C.C(OCC)C.[C:27](Cl)(=[O:30])[CH:28]=[CH2:29], predict the reaction product. The product is: [C:27]([O:6][CH2:5][CH:4]=[CH:3][C:2]([F:1])([C:11]([F:12])([F:13])[F:14])[C:7]([F:9])([F:8])[F:10])(=[O:30])[CH:28]=[CH2:29]. (6) Given the reactants [CH3:1][N:2]1[C:6]([C:7]2[CH:8]=[C:9]3[C:14](=[C:15]([O:17]COCC[Si](C)(C)C)[CH:16]=2)[N:13]=[CH:12][N:11](COCC[Si](C)(C)C)[C:10]3=[O:34])=[CH:5][N:4]=[CH:3]1, predict the reaction product. The product is: [OH:17][C:15]1[CH:16]=[C:7]([C:6]2[N:2]([CH3:1])[CH:3]=[N:4][CH:5]=2)[CH:8]=[C:9]2[C:14]=1[N:13]=[CH:12][NH:11][C:10]2=[O:34]. (7) Given the reactants [OH:1][CH:2]1[CH2:6][CH2:5][N:4]([C:7]([N:9]2[CH2:14][CH:13]([C:15]3[CH:20]=[CH:19][C:18]([O:21][C:22]([F:25])([F:24])[F:23])=[CH:17][CH:16]=3)[CH2:12][CH:11]([C:26](O)=[O:27])[CH2:10]2)=[O:8])[CH2:3]1.O[NH:30][C:31](=[NH:36])[CH2:32][CH2:33][O:34][CH3:35], predict the reaction product. The product is: [OH:1][CH:2]1[CH2:6][CH2:5][N:4]([C:7]([N:9]2[CH2:14][CH:13]([C:15]3[CH:16]=[CH:17][C:18]([O:21][C:22]([F:23])([F:25])[F:24])=[CH:19][CH:20]=3)[CH2:12][CH:11]([C:26]3[O:27][N:36]=[C:31]([CH2:32][CH2:33][O:34][CH3:35])[N:30]=3)[CH2:10]2)=[O:8])[CH2:3]1. (8) Given the reactants [Cl:1][C:2]1[N:3]=[CH:4][CH:5]=[C:6]2[CH:10]=[C:9]([C:11]([O:13]CC)=[O:12])[NH:8][C:7]=12.[OH-].[K+], predict the reaction product. The product is: [Cl:1][C:2]1[N:3]=[CH:4][CH:5]=[C:6]2[CH:10]=[C:9]([C:11]([OH:13])=[O:12])[NH:8][C:7]=12. (9) The product is: [N:19]1[CH:20]=[CH:21][C:16]([C:15]2[N:22]=[C:3]([C@@H:5]3[CH2:10][CH2:9][CH2:8][C@H:7]([CH2:11][OH:12])[CH2:6]3)[O:4][N:14]=2)=[CH:17][CH:18]=1. Given the reactants CO[C:3]([C@H:5]1[CH2:10][CH2:9][CH2:8][C@@H:7]([CH2:11][OH:12])[CH2:6]1)=[O:4].O[NH:14][C:15](=[NH:22])[C:16]1[CH:21]=[CH:20][N:19]=[CH:18][CH:17]=1, predict the reaction product. (10) Given the reactants [C:1]([C:3]1[C:4]([C:17]([F:20])([F:19])[F:18])=[C:5]2[C:9](=[CH:10][CH:11]=1)[N:8]([CH2:12][C:13](=[NH:16])[NH:14][OH:15])[CH:7]=[CH:6]2)#[N:2].[Cl:21][C:22]1[C:30]([Cl:31])=[CH:29][CH:28]=[CH:27][C:23]=1[C:24](O)=O, predict the reaction product. The product is: [Cl:21][C:22]1[C:30]([Cl:31])=[CH:29][CH:28]=[CH:27][C:23]=1[C:24]1[O:15][N:14]=[C:13]([CH2:12][N:8]2[C:9]3[C:5](=[C:4]([C:17]([F:19])([F:20])[F:18])[C:3]([C:1]#[N:2])=[CH:11][CH:10]=3)[CH:6]=[CH:7]2)[N:16]=1.